From a dataset of Catalyst prediction with 721,799 reactions and 888 catalyst types from USPTO. Predict which catalyst facilitates the given reaction. (1) Reactant: [Br:1][C:2]1[CH:7]=[CH:6][C:5]([NH:8][C:9]([NH:11][CH2:12][CH2:13]Cl)=[O:10])=[C:4]([CH3:15])[CH:3]=1.[H-].[Na+]. Product: [Br:1][C:2]1[CH:7]=[CH:6][C:5]([N:8]2[CH2:13][CH2:12][NH:11][C:9]2=[O:10])=[C:4]([CH3:15])[CH:3]=1. The catalyst class is: 3. (2) Reactant: C(N(CC)CC)C.Cl.[N+:9]([C:12]1[CH:19]=[CH:18][CH:17]=[CH:16][C:13]=1[CH2:14][NH2:15])([O-:11])=[O:10].[CH2:20]([N:22]=[C:23]=[O:24])[CH3:21].Cl. Product: [CH2:20]([NH:22][C:23]([NH:15][CH2:14][C:13]1[CH:16]=[CH:17][CH:18]=[CH:19][C:12]=1[N+:9]([O-:11])=[O:10])=[O:24])[CH3:21]. The catalyst class is: 54. (3) Product: [C:6]([C:5]1[C:9]([NH:11][C:12]2[CH:17]=[CH:16][C:15]([C:18]([N:20]3[CH2:25][CH2:24][O:23][CH2:22][CH2:21]3)=[O:19])=[CH:14][CH:13]=2)=[CH:10][C:2]([N:26]2[CH2:31][CH2:30][CH2:29][C@@H:28]([NH:32][C:33](=[O:39])[O:34][C:35]([CH3:37])([CH3:36])[CH3:38])[CH2:27]2)=[N:3][CH:4]=1)(=[O:7])[NH2:8]. Reactant: Cl[C:2]1[CH:10]=[C:9]([NH:11][C:12]2[CH:17]=[CH:16][C:15]([C:18]([N:20]3[CH2:25][CH2:24][O:23][CH2:22][CH2:21]3)=[O:19])=[CH:14][CH:13]=2)[C:5]([C:6]([NH2:8])=[O:7])=[CH:4][N:3]=1.[NH:26]1[CH2:31][CH2:30][CH2:29][C@@H:28]([NH:32][C:33](=[O:39])[O:34][C:35]([CH3:38])([CH3:37])[CH3:36])[CH2:27]1.C(N(C(C)C)C(C)C)C. The catalyst class is: 435. (4) The catalyst class is: 3. Product: [CH3:27][O:26][C:22]1[C:21]([O:28][CH3:29])=[C:20]2[C:25]([C:16]([NH:14][CH:13]3[CH2:12][CH2:11][O:10][CH:9]3[CH3:8])=[N:17][CH:18]=[N:19]2)=[CH:24][CH:23]=1. Reactant: FC(F)(F)C(O)=O.[CH3:8][CH:9]1[CH:13]([NH2:14])[CH2:12][CH2:11][O:10]1.Cl[C:16]1[C:25]2[C:20](=[C:21]([O:28][CH3:29])[C:22]([O:26][CH3:27])=[CH:23][CH:24]=2)[N:19]=[CH:18][N:17]=1.CCN(C(C)C)C(C)C.